This data is from NCI-60 drug combinations with 297,098 pairs across 59 cell lines. The task is: Regression. Given two drug SMILES strings and cell line genomic features, predict the synergy score measuring deviation from expected non-interaction effect. (1) Drug 1: CNC(=O)C1=NC=CC(=C1)OC2=CC=C(C=C2)NC(=O)NC3=CC(=C(C=C3)Cl)C(F)(F)F. Synergy scores: CSS=2.46, Synergy_ZIP=-0.853, Synergy_Bliss=-0.759, Synergy_Loewe=-36.1, Synergy_HSA=-3.02. Drug 2: C1CNP(=O)(OC1)N(CCCl)CCCl. Cell line: PC-3. (2) Drug 1: CCC1(CC2CC(C3=C(CCN(C2)C1)C4=CC=CC=C4N3)(C5=C(C=C6C(=C5)C78CCN9C7C(C=CC9)(C(C(C8N6C=O)(C(=O)OC)O)OC(=O)C)CC)OC)C(=O)OC)O.OS(=O)(=O)O. Drug 2: CC1=C(C=C(C=C1)C(=O)NC2=CC(=CC(=C2)C(F)(F)F)N3C=C(N=C3)C)NC4=NC=CC(=N4)C5=CN=CC=C5. Cell line: TK-10. Synergy scores: CSS=3.76, Synergy_ZIP=-5.24, Synergy_Bliss=-10.2, Synergy_Loewe=-8.27, Synergy_HSA=-8.12. (3) Drug 1: C1CCN(CC1)CCOC2=CC=C(C=C2)C(=O)C3=C(SC4=C3C=CC(=C4)O)C5=CC=C(C=C5)O. Drug 2: C1=CC(=C2C(=C1NCCNCCO)C(=O)C3=C(C=CC(=C3C2=O)O)O)NCCNCCO. Cell line: UACC62. Synergy scores: CSS=40.4, Synergy_ZIP=3.92, Synergy_Bliss=4.62, Synergy_Loewe=-13.7, Synergy_HSA=4.84.